From a dataset of Full USPTO retrosynthesis dataset with 1.9M reactions from patents (1976-2016). Predict the reactants needed to synthesize the given product. (1) Given the product [F:19][C:15]1[CH:14]=[C:13]([CH:18]=[CH:17][CH:16]=1)[CH2:12][NH:11][C:8]1[CH:9]=[CH:10][C:5]2[N:6]([C:2]([C:25]3[CH:26]=[CH:27][C:22]([C:20]#[N:21])=[CH:23][CH:24]=3)=[CH:3][N:4]=2)[N:7]=1, predict the reactants needed to synthesize it. The reactants are: Br[C:2]1[N:6]2[N:7]=[C:8]([NH:11][CH2:12][C:13]3[CH:18]=[CH:17][CH:16]=[C:15]([F:19])[CH:14]=3)[CH:9]=[CH:10][C:5]2=[N:4][CH:3]=1.[C:20]([C:22]1[CH:27]=[CH:26][C:25](B(O)O)=[CH:24][CH:23]=1)#[N:21].C([O-])([O-])=O.[Na+].[Na+]. (2) The reactants are: C([Li])CCC.[C:6]1([N:12]2[C:20]3[CH:19]=[CH:18][N:17]=[CH:16][C:15]=3[N:14]=[CH:13]2)[CH:11]=[CH:10][CH:9]=[CH:8][CH:7]=1.CN([CH:24]=[O:25])C.Cl.C([O-])(O)=O.[Na+]. Given the product [C:6]1([N:12]2[C:20]3[CH:19]=[CH:18][N:17]=[CH:16][C:15]=3[N:14]=[C:13]2[CH:24]=[O:25])[CH:7]=[CH:8][CH:9]=[CH:10][CH:11]=1, predict the reactants needed to synthesize it. (3) Given the product [Cl:1][C:2]1[C:3]2[C:4]3[C:5](=[C:21]([CH3:24])[O:22][N:23]=3)[C:6](=[O:20])[N:7]([C@H:12]3[CH2:17][CH2:16][CH2:15][C@@H:14]([CH2:35][NH:37][C:26](=[O:33])[C:27]4[CH:32]=[CH:31][CH:30]=[N:29][CH:28]=4)[CH2:13]3)[C:8]=2[CH:9]=[CH:10][CH:11]=1, predict the reactants needed to synthesize it. The reactants are: [Cl:1][C:2]1[C:3]2[C:4]3[C:5](=[C:21]([CH3:24])[O:22][N:23]=3)[C:6](=[O:20])[N:7]([C@H:12]3[CH2:17][CH2:16][CH2:15][C@@H:14]([N-]C)[CH2:13]3)[C:8]=2[CH:9]=[CH:10][CH:11]=1.Cl.[C:26](Cl)(=[O:33])[C:27]1[CH:32]=[CH:31][CH:30]=[N:29][CH:28]=1.[CH2:35]([N:37](CC)CC)C. (4) Given the product [Cl:42][C:39]1[CH:40]=[CH:41][C:36]([CH2:35][C:31]2([OH:34])[CH2:32][CH2:33][N:28]([C:26]([CH:17]3[CH2:16][NH:15][C:20]4[CH:21]=[C:22]([Cl:25])[CH:23]=[CH:24][C:19]=4[O:18]3)=[O:27])[CH2:29][C:30]2([CH3:44])[CH3:43])=[CH:37][CH:38]=1, predict the reactants needed to synthesize it. The reactants are: FC(F)(F)C(O)=O.C(OC([N:15]1[C:20]2[CH:21]=[C:22]([Cl:25])[CH:23]=[CH:24][C:19]=2[O:18][CH:17]([C:26]([N:28]2[CH2:33][CH2:32][C:31]([CH2:35][C:36]3[CH:41]=[CH:40][C:39]([Cl:42])=[CH:38][CH:37]=3)([OH:34])[C:30]([CH3:44])([CH3:43])[CH2:29]2)=[O:27])[CH2:16]1)=O)(C)(C)C. (5) The reactants are: F[C@H:2]([C@H:4]1[O:12][C@H:11]2[C@H:7]([N:8]=[C:9]([N:13]([CH3:15])[CH3:14])[S:10]2)[C@@H:6]([O:16][CH2:17][C:18]2[CH:23]=[CH:22][C:21]([O:24][CH3:25])=[CH:20][CH:19]=2)[C@@H:5]1[O:26][CH2:27][C:28]1[CH:33]=[CH:32][C:31]([O:34][CH3:35])=[CH:30][CH:29]=1)[CH3:3].C(O)(C(F)(F)F)=[O:37]. Given the product [CH3:14][N:13]([CH3:15])[C:9]1[S:10][C@H:11]2[O:12][C@H:4]([C:2](=[O:37])[CH3:3])[C@@H:5]([O:26][CH2:27][C:28]3[CH:33]=[CH:32][C:31]([O:34][CH3:35])=[CH:30][CH:29]=3)[C@H:6]([O:16][CH2:17][C:18]3[CH:23]=[CH:22][C:21]([O:24][CH3:25])=[CH:20][CH:19]=3)[C@H:7]2[N:8]=1, predict the reactants needed to synthesize it. (6) Given the product [C:36]([C:10]1[C:9]2[C:13](=[CH:14][C:6]([O:5][CH2:4][C:3]([OH:39])=[O:2])=[CH:7][CH:8]=2)[N:12]([CH2:15][C:16]([N:18]2[CH2:22][C@H:21]([F:23])[CH2:20][C@H:19]2[C:24](=[O:35])[NH:25][CH2:26][C:27]2[CH:32]=[CH:31][CH:30]=[C:29]([Cl:33])[C:28]=2[F:34])=[O:17])[CH:11]=1)(=[O:38])[NH2:37], predict the reactants needed to synthesize it. The reactants are: C[O:2][C:3](=[O:39])[CH2:4][O:5][C:6]1[CH:14]=[C:13]2[C:9]([C:10]([C:36](=[O:38])[NH2:37])=[CH:11][N:12]2[CH2:15][C:16]([N:18]2[CH2:22][C@H:21]([F:23])[CH2:20][C@H:19]2[C:24](=[O:35])[NH:25][CH2:26][C:27]2[CH:32]=[CH:31][CH:30]=[C:29]([Cl:33])[C:28]=2[F:34])=[O:17])=[CH:8][CH:7]=1.[OH-].[Na+]. (7) Given the product [C:10]([C:4]1[CH:5]=[C:6]([Cl:9])[C:7]([C:14]#[N:15])=[C:2]([Br:1])[C:3]=1[O:13][CH3:18])(=[O:12])[CH3:11], predict the reactants needed to synthesize it. The reactants are: [Br:1][C:2]1[C:3]([OH:13])=[C:4]([C:10](=[O:12])[CH3:11])[CH:5]=[C:6]([Cl:9])[C:7]=1F.[C-:14]#[N:15].[K+].I[CH3:18].C(=O)([O-])[O-].[K+].[K+].